From a dataset of Serine/threonine kinase 33 screen with 319,792 compounds. Binary Classification. Given a drug SMILES string, predict its activity (active/inactive) in a high-throughput screening assay against a specified biological target. The compound is S=C(Nc1cc2[nH]ncc2cc1)Nc1ccc(CC)cc1. The result is 1 (active).